Dataset: Forward reaction prediction with 1.9M reactions from USPTO patents (1976-2016). Task: Predict the product of the given reaction. (1) Given the reactants COC1C=CC(C[N:8]2[CH:12]=[C:11]([C:13]3[N:14]=[C:15]([NH:24][C:25]4[CH:30]=[CH:29][CH:28]=[CH:27][N:26]=4)[S:16][C:17]=3[N:18]3[CH2:23][CH2:22][CH2:21][CH2:20][CH2:19]3)[CH:10]=[N:9]2)=CC=1, predict the reaction product. The product is: [N:18]1([C:17]2[S:16][C:15]([NH:24][C:25]3[CH:30]=[CH:29][CH:28]=[CH:27][N:26]=3)=[N:14][C:13]=2[C:11]2[CH:10]=[N:9][NH:8][CH:12]=2)[CH2:19][CH2:20][CH2:21][CH2:22][CH2:23]1. (2) Given the reactants C([N:8]1[CH2:17][CH2:16][C:15]2[N:14]=[CH:13][CH:12]=[CH:11][C:10]=2[CH2:9]1)C1C=CC=CC=1, predict the reaction product. The product is: [N:14]1[C:15]2[CH2:16][CH2:17][NH:8][CH2:9][C:10]=2[CH:11]=[CH:12][CH:13]=1. (3) Given the reactants C([NH:4][C@H:5]([C:13]([OH:15])=[O:14])[CH2:6][CH:7]([C:9]([F:12])([F:11])[F:10])[CH3:8])(=O)C.[OH-].[Na+], predict the reaction product. The product is: [F:10][C:9]([F:11])([F:12])[CH:7]([CH3:8])[CH2:6][C@@H:5]([C:13]([OH:15])=[O:14])[NH2:4]. (4) Given the reactants Cl.[NH2:2][C@@H:3]([CH2:33][C:34]1[N:35]=[CH:36][S:37][CH:38]=1)[C:4]([N:6]1[CH2:11][CH2:10][CH:9]([N:12]2[N:21]=[C:20]([C:22]3[CH:27]=[CH:26][C:25]([O:28][CH3:29])=[C:24]([O:30][CH3:31])[CH:23]=3)[C@@H:19]3[C@@H:14]([CH2:15][CH2:16][CH2:17][CH2:18]3)[C:13]2=[O:32])[CH2:8][CH2:7]1)=[O:5].[CH:39]1([CH2:42][O:43][C:44]2[CH:52]=[CH:51][C:47]3[O:48][CH2:49][O:50][C:46]=3[C:45]=2[C:53]2[C:54]3[NH:61][C:60]([CH3:62])=[C:59]([C:63](O)=[O:64])[C:55]=3[N:56]=[CH:57][N:58]=2)[CH2:41][CH2:40]1.CN(C(ON1N=NC2C=CC=NC1=2)=[N+](C)C)C.F[P-](F)(F)(F)(F)F.CCN(C(C)C)C(C)C, predict the reaction product. The product is: [CH:39]1([CH2:42][O:43][C:44]2[CH:52]=[CH:51][C:47]3[O:48][CH2:49][O:50][C:46]=3[C:45]=2[C:53]2[C:54]3[NH:61][C:60]([CH3:62])=[C:59]([C:63]([NH:2][C@@H:3]([CH2:33][C:34]4[N:35]=[CH:36][S:37][CH:38]=4)[C:4]([N:6]4[CH2:7][CH2:8][CH:9]([N:12]5[N:21]=[C:20]([C:22]6[CH:27]=[CH:26][C:25]([O:28][CH3:29])=[C:24]([O:30][CH3:31])[CH:23]=6)[C@@H:19]6[C@@H:14]([CH2:15][CH2:16][CH2:17][CH2:18]6)[C:13]5=[O:32])[CH2:10][CH2:11]4)=[O:5])=[O:64])[C:55]=3[N:56]=[CH:57][N:58]=2)[CH2:40][CH2:41]1. (5) Given the reactants C[O:2][C:3]1[CH:26]=[CH:25][C:6]2[C:7]([CH2:18][CH2:19][CH2:20][CH2:21][CH2:22][CH2:23][OH:24])=[C:8]([C:12]3[CH:17]=[CH:16][CH:15]=[CH:14][CH:13]=3)[CH2:9][CH2:10][CH2:11][C:5]=2[CH:4]=1.C[S-].[Na+], predict the reaction product. The product is: [OH:24][CH2:23][CH2:22][CH2:21][CH2:20][CH2:19][CH2:18][C:7]1[C:6]2[CH:25]=[CH:26][C:3]([OH:2])=[CH:4][C:5]=2[CH2:11][CH2:10][CH2:9][C:8]=1[C:12]1[CH:13]=[CH:14][CH:15]=[CH:16][CH:17]=1. (6) Given the reactants [C:1]([O:8][CH3:9])(=[O:7])[CH2:2][C:3]([O:5][CH3:6])=[O:4].[CH3:10][N:11]([CH:13](OC)OC)[CH3:12], predict the reaction product. The product is: [CH3:10][N:11]([CH:13]=[C:2]([C:1]([O:8][CH3:9])=[O:7])[C:3]([O:5][CH3:6])=[O:4])[CH3:12].